Dataset: Forward reaction prediction with 1.9M reactions from USPTO patents (1976-2016). Task: Predict the product of the given reaction. (1) Given the reactants [F:1][C:2]1[CH:3]=[C:4]([NH:8][C:9]2[N:14]=[C:13]([NH:15][CH2:16][CH2:17][CH3:18])[C:12]([C:19]([OH:21])=O)=[CH:11][N:10]=2)[CH:5]=[CH:6][CH:7]=1.S(Cl)([Cl:24])=O, predict the reaction product. The product is: [F:1][C:2]1[CH:3]=[C:4]([NH:8][C:9]2[N:14]=[C:13]([NH:15][CH2:16][CH2:17][CH3:18])[C:12]([C:19]([Cl:24])=[O:21])=[CH:11][N:10]=2)[CH:5]=[CH:6][CH:7]=1. (2) Given the reactants [F:1][C:2]1[N:7]2[CH:8]=[C:9]([CH2:11][N:12]([CH3:23])[C@@H:13]3[C:22]4[N:21]=[CH:20][CH:19]=[CH:18][C:17]=4[CH2:16][CH2:15][CH2:14]3)[N:10]=[C:6]2[CH:5]=[CH:4][CH:3]=1.[Cl:24]N1C(=O)CCC1=O, predict the reaction product. The product is: [Cl:24][C:8]1[N:7]2[C:2]([F:1])=[CH:3][CH:4]=[CH:5][C:6]2=[N:10][C:9]=1[CH2:11][N:12]([CH3:23])[C@@H:13]1[C:22]2[N:21]=[CH:20][CH:19]=[CH:18][C:17]=2[CH2:16][CH2:15][CH2:14]1.